Dataset: Full USPTO retrosynthesis dataset with 1.9M reactions from patents (1976-2016). Task: Predict the reactants needed to synthesize the given product. (1) Given the product [CH3:24][S:19][C:16]1[N:8]2[C:9](=[O:15])[C:10]3[NH:11][CH:12]=[N:13][C:14]=3[N:6]([CH2:1][CH2:2][CH2:3][CH2:4][CH3:5])[C:7]2=[N:18][N:17]=1, predict the reactants needed to synthesize it. The reactants are: [CH2:1]([N:6]1[C:14]2[N:13]=[CH:12][NH:11][C:10]=2[C:9](=[O:15])[N:8]2[C:16](=[S:19])[NH:17][N:18]=[C:7]12)[CH2:2][CH2:3][CH2:4][CH3:5].S(OC)(O[CH3:24])(=O)=O.[OH-].[Na+]. (2) Given the product [CH:14]1([CH2:13][O:12][C:5]2[C:4]3[C:9](=[CH:10][CH:11]=[C:2]([CH:27]=[O:28])[CH:3]=3)[N:8]=[CH:7][CH:6]=2)[CH2:19][CH2:18][CH2:17][CH2:16][CH2:15]1, predict the reactants needed to synthesize it. The reactants are: Br[C:2]1[CH:3]=[C:4]2[C:9](=[CH:10][CH:11]=1)[N:8]=[CH:7][CH:6]=[C:5]2[O:12][CH2:13][CH:14]1[CH2:19][CH2:18][CH2:17][CH2:16][CH2:15]1.C([Li])CCC.CN(C)[CH:27]=[O:28]. (3) Given the product [CH2:35]([C:37]1([OH:41])[CH2:40][N:39]([CH2:5][C:4]2[CH:7]=[CH:8][C:9]([O:10][CH:11]3[CH2:14][N:13]([C:15]([C:17]4[O:18][C:19]([C:22]5[CH:23]=[CH:24][CH:25]=[CH:26][CH:27]=5)=[N:20][N:21]=4)=[O:16])[CH2:12]3)=[C:2]([CH3:1])[CH:3]=2)[CH2:38]1)[CH3:36], predict the reactants needed to synthesize it. The reactants are: [CH3:1][C:2]1[CH:3]=[C:4]([CH:7]=[CH:8][C:9]=1[O:10][CH:11]1[CH2:14][N:13]([C:15]([C:17]2[O:18][C:19]([C:22]3[CH:27]=[CH:26][CH:25]=[CH:24][CH:23]=3)=[N:20][N:21]=2)=[O:16])[CH2:12]1)[CH:5]=O.FC(F)(F)C(O)=O.[CH2:35]([C:37]1([OH:41])[CH2:40][NH:39][CH2:38]1)[CH3:36]. (4) Given the product [CH3:64][C:65]1[O:78][NH:47][C:67](=[O:79])[C:66]=1[CH2:74][CH:41]([NH2:36])[C:42]([OH:44])=[O:43], predict the reactants needed to synthesize it. The reactants are: O=C([O-])[C@@H]([C@H]([C@@H]([C@@H](CO)O)O)O)O.[Na+].[Cl-].[Mg+2].[Cl-].[Cl-].C([N:36]([CH2:41][C:42]([OH:44])=[O:43])CC(O)=O)COCCOCC[N:36](CC(O)=O)[CH2:41][C:42]([OH:44])=[O:43].C1N(CCO)CC[N:47](CCS(O)(=O)=O)C1.CC([C@H]1[C@@H]2C(O[C@H:64]1[C@H:65]1[O:78]C(=O)[C:74]34O[C@@H]3C[C@:67]2([OH:79])[C@@:66]14C)=O)=C.[CH3:74][C@@:66]12[C:65]34C([O:79][C@@H:67]1[C@@H]1[O:79][C:67](=O)[C@H:66]([C@:65]2([OH:78])[CH2:64][C@H:64]3[O:78]4)[C@@H:74]1C(O)(C)C)=O. (5) Given the product [F:1][C:2]1[CH:7]=[CH:6][C:5]([CH:8]2[C:16]3[C:11](=[CH:12][C:13]([C:17]([NH2:21])=[O:18])=[CH:14][CH:15]=3)[C:10](=[O:20])[O:9]2)=[CH:4][CH:3]=1, predict the reactants needed to synthesize it. The reactants are: [F:1][C:2]1[CH:7]=[CH:6][C:5]([CH:8]2[C:16]3[C:11](=[CH:12][C:13]([C:17](O)=[O:18])=[CH:14][CH:15]=3)[C:10](=[O:20])[O:9]2)=[CH:4][CH:3]=1.[NH3:21]. (6) Given the product [N:1]1[N:2]([C:6]2[CH:7]=[C:8]([NH:12][C:13]3[C:14]([C:29]([NH2:30])=[O:37])=[N:15][CH:16]=[C:17]([NH:19][C@@H:20]4[CH2:25][CH2:24][CH2:23][C:22]([F:27])([F:26])[C@@H:21]4[NH2:28])[N:18]=3)[CH:9]=[CH:10][CH:11]=2)[N:3]=[CH:4][CH:5]=1, predict the reactants needed to synthesize it. The reactants are: [N:1]1[N:2]([C:6]2[CH:7]=[C:8]([NH:12][C:13]3[C:14]([C:29]#[N:30])=[N:15][CH:16]=[C:17]([NH:19][C@@H:20]4[CH2:25][CH2:24][CH2:23][C:22]([F:27])([F:26])[C@@H:21]4[NH2:28])[N:18]=3)[CH:9]=[CH:10][CH:11]=2)[N:3]=[CH:4][CH:5]=1.[OH-].[Na+].OO.CC(O)=[O:37].